Dataset: Forward reaction prediction with 1.9M reactions from USPTO patents (1976-2016). Task: Predict the product of the given reaction. (1) The product is: [Br:5][C:6]1[CH:13]=[CH:12][C:9]2[CH:10]=[C:23]([C:22]([O:26][CH3:27])=[O:25])[S:24][C:8]=2[CH:7]=1. Given the reactants CS(C)=O.[Br:5][C:6]1[CH:13]=[CH:12][C:9]([CH:10]=O)=[C:8](F)[CH:7]=1.CCN(CC)CC.[C:22]([O:26][CH3:27])(=[O:25])[CH2:23][SH:24], predict the reaction product. (2) Given the reactants [C:1]([C:3]1[C:8]([C:9]2[N:13]([S:14]([C:17]3[CH:22]=[CH:21][C:20]([F:23])=[CH:19][C:18]=3[F:24])(=[O:16])=[O:15])[CH:12]=[C:11]([CH2:25][N:26](C)[C:27](=O)OC(C)(C)C)[CH:10]=2)=[CH:7][CH:6]=[CH:5][N:4]=1)#[N:2].C(OCC)(=O)C.[ClH:41], predict the reaction product. The product is: [ClH:41].[F:24][C:18]1[CH:19]=[C:20]([F:23])[CH:21]=[CH:22][C:17]=1[S:14]([N:13]1[CH:12]=[C:11]([CH2:25][NH:26][CH3:27])[CH:10]=[C:9]1[C:8]1[C:3]([C:1]#[N:2])=[N:4][CH:5]=[CH:6][CH:7]=1)(=[O:16])=[O:15]. (3) The product is: [Cl:1][C:2]1[C:11]([CH2:12][NH:16][CH2:14][CH3:15])=[CH:10][C:9]2[C:4](=[CH:5][CH:6]=[CH:7][CH:8]=2)[N:3]=1. Given the reactants [Cl:1][C:2]1[C:11]([CH:12]=O)=[CH:10][C:9]2[C:4](=[CH:5][CH:6]=[CH:7][CH:8]=2)[N:3]=1.[CH2:14]([NH2:16])[CH3:15].C(O)(=O)C.C([BH3-])#N.[Na+].C([O-])(O)=O.[Na+], predict the reaction product. (4) Given the reactants C(OC([NH:8][C:9]1[C:10]([CH3:20])=[N:11][C:12]([CH3:19])=[CH:13][C:14]=1[C:15]([F:18])([F:17])[F:16])=O)(C)(C)C.[ClH:21], predict the reaction product. The product is: [ClH:21].[ClH:21].[NH2:8][C:9]1[C:10]([CH3:20])=[N:11][C:12]([CH3:19])=[CH:13][C:14]=1[C:15]([F:18])([F:16])[F:17]. (5) The product is: [NH2:1][CH2:4][C@@H:5]([NH:16][C:17]([O:19][C:20]([CH3:23])([CH3:22])[CH3:21])=[O:18])[CH2:6][CH2:7][NH:8][C:9](=[O:15])[O:10][C:11]([CH3:12])([CH3:14])[CH3:13]. Given the reactants [N:1]([CH2:4][C@@H:5]([NH:16][C:17]([O:19][C:20]([CH3:23])([CH3:22])[CH3:21])=[O:18])[CH2:6][CH2:7][NH:8][C:9](=[O:15])[O:10][C:11]([CH3:14])([CH3:13])[CH3:12])=[N+]=[N-], predict the reaction product. (6) Given the reactants [Cl:1][C:2]1[CH:7]=[CH:6][C:5]([C:8]2[N:12]([CH:13]([CH:17]3[CH2:19][CH2:18]3)[C:14](O)=[O:15])[C:11]3[CH:20]=[C:21]([F:25])[C:22]([F:24])=[CH:23][C:10]=3[N:9]=2)=[CH:4][CH:3]=1.[H-].[Al+3].[Li+].[H-].[H-].[H-], predict the reaction product. The product is: [Cl:1][C:2]1[CH:7]=[CH:6][C:5]([C:8]2[N:12]([CH:13]([CH:17]3[CH2:19][CH2:18]3)[CH2:14][OH:15])[C:11]3[CH:20]=[C:21]([F:25])[C:22]([F:24])=[CH:23][C:10]=3[N:9]=2)=[CH:4][CH:3]=1. (7) The product is: [ClH:42].[O:1]1[C:5]2[CH:6]=[CH:7][C:8]([C:10]3[S:18][C:17]4[C:16](=[O:19])[N:15]([CH:20]5[CH2:21][CH2:22][NH:23][CH2:24][CH2:25]5)[C:14](=[O:33])[N:13]([CH2:34][C:35]5[N:36]=[N:37][N:38]([CH2:40][CH3:41])[N:39]=5)[C:12]=4[CH:11]=3)=[CH:9][C:4]=2[O:3][CH2:2]1. Given the reactants [O:1]1[C:5]2[CH:6]=[CH:7][C:8]([C:10]3[S:18][C:17]4[C:16](=[O:19])[N:15]([CH:20]5[CH2:25][CH2:24][N:23](C(OC(C)(C)C)=O)[CH2:22][CH2:21]5)[C:14](=[O:33])[N:13]([CH2:34][C:35]5[N:36]=[N:37][N:38]([CH2:40][CH3:41])[N:39]=5)[C:12]=4[CH:11]=3)=[CH:9][C:4]=2[O:3][CH2:2]1.[ClH:42], predict the reaction product. (8) Given the reactants [CH:1]1([C:4]2[N:8]([C:9]3[N:17]=[C:16]4[C:12]([N:13]=[C:14]([C:19]([OH:21])=O)[N:15]4[CH3:18])=[C:11]([N:22]4[CH2:27][CH2:26][O:25][CH2:24][CH2:23]4)[N:10]=3)[C:7]3[CH:28]=[CH:29][CH:30]=[CH:31][C:6]=3[N:5]=2)[CH2:3][CH2:2]1.[I-].ClC1C=CC=C[N+]=1C.CCN(C(C)C)C(C)C.[NH:50]1[CH2:53][CH:52]([N:54]2[CH2:59][CH2:58][O:57][CH2:56][CH2:55]2)[CH2:51]1, predict the reaction product. The product is: [CH:1]1([C:4]2[N:8]([C:9]3[N:17]=[C:16]4[C:12]([N:13]=[C:14]([C:19]([N:50]5[CH2:53][CH:52]([N:54]6[CH2:59][CH2:58][O:57][CH2:56][CH2:55]6)[CH2:51]5)=[O:21])[N:15]4[CH3:18])=[C:11]([N:22]4[CH2:27][CH2:26][O:25][CH2:24][CH2:23]4)[N:10]=3)[C:7]3[CH:28]=[CH:29][CH:30]=[CH:31][C:6]=3[N:5]=2)[CH2:3][CH2:2]1. (9) Given the reactants [Br:1]N1C(=O)CCC1=O.[NH:9]1[C:13]2=[N:14][CH:15]=[N:16][C:17]([NH2:18])=[C:12]2[CH:11]=[N:10]1, predict the reaction product. The product is: [Br:1][C:11]1[C:12]2[C:13](=[N:14][CH:15]=[N:16][C:17]=2[NH2:18])[NH:9][N:10]=1.